Predict the product of the given reaction. From a dataset of Forward reaction prediction with 1.9M reactions from USPTO patents (1976-2016). (1) Given the reactants I[C:2]1[C:3](=[O:23])[N:4]([CH:20]([CH3:22])[CH3:21])[C:5](=[O:19])[N:6]([C:9]2[CH:14]=[CH:13][CH:12]=[C:11]([C:15]([F:18])([F:17])[F:16])[CH:10]=2)[C:7]=1[CH3:8].[Br:24][C:25]1[C:30](B2OC(C)(C)C(C)(C)O2)=[CH:29][CH:28]=[CH:27][N:26]=1.C(=O)([O-])[O-].[Na+].[Na+].C1(P(C2CCCCC2)C2C=CC=CC=2C2C=CC=CC=2)CCCCC1, predict the reaction product. The product is: [Br:24][C:25]1[C:30]([C:2]2[C:3](=[O:23])[N:4]([CH:20]([CH3:22])[CH3:21])[C:5](=[O:19])[N:6]([C:9]3[CH:14]=[CH:13][CH:12]=[C:11]([C:15]([F:18])([F:17])[F:16])[CH:10]=3)[C:7]=2[CH3:8])=[CH:29][CH:28]=[CH:27][N:26]=1. (2) Given the reactants Cl[C:2]1[N:7]=[C:6]([NH2:8])[N:5]=[C:4]([NH:9][CH3:10])[CH:3]=1.[NH2:11][C:12]1[CH:13]=[C:14](B(O)O)[CH:15]=[CH:16][CH:17]=1.C(=O)([O-])[O-].[Na+].[Na+].O1CCOCC1, predict the reaction product. The product is: [NH2:11][C:12]1[CH:17]=[C:16]([C:2]2[N:7]=[C:6]([NH2:8])[N:5]=[C:4]([NH:9][CH3:10])[CH:3]=2)[CH:15]=[CH:14][CH:13]=1. (3) Given the reactants S(Cl)(Cl)=O.[CH3:5][O:6][C:7](=[O:28])[C:8]1[CH:16]=[C:15]([NH:17][C:18]([O:20][CH2:21][C:22]2[CH:27]=[CH:26][CH:25]=[CH:24][CH:23]=2)=[O:19])[CH:14]=[C:10]([C:11](O)=[O:12])[CH:9]=1.[CH3:29][NH:30][CH3:31].[Cl-].[NH4+], predict the reaction product. The product is: [CH3:5][O:6][C:7](=[O:28])[C:8]1[CH:16]=[C:15]([NH:17][C:18]([O:20][CH2:21][C:22]2[CH:27]=[CH:26][CH:25]=[CH:24][CH:23]=2)=[O:19])[CH:14]=[C:10]([C:11]([N:30]([CH3:31])[CH3:29])=[O:12])[CH:9]=1. (4) Given the reactants [F:1][C:2]1[CH:7]=[CH:6][C:5]([Mg]Br)=[CH:4][CH:3]=1.[CH2:10]1[CH2:14][O:13][CH2:12][CH2:11]1.C(OCC)(=[O:17])C.C1CCCCC1, predict the reaction product. The product is: [F:1][C:2]1[CH:7]=[CH:6][C:5]([C:10]([OH:17])([CH3:14])[CH2:11][CH2:12][OH:13])=[CH:4][CH:3]=1. (5) Given the reactants [O:1]1[C:5]2[CH:6]=[CH:7][C:8]([CH2:10][NH:11][CH2:12][CH2:13][CH2:14][Br:15])=[CH:9][C:4]=2[O:3][CH2:2]1.[C:16](O[C:16]([O:18][C:19]([CH3:22])([CH3:21])[CH3:20])=[O:17])([O:18][C:19]([CH3:22])([CH3:21])[CH3:20])=[O:17].C(N(CC)CC)C, predict the reaction product. The product is: [C:19]([O:18][C:16](=[O:17])[N:11]([CH2:10][C:8]1[CH:7]=[CH:6][C:5]2[O:1][CH2:2][O:3][C:4]=2[CH:9]=1)[CH2:12][CH2:13][CH2:14][Br:15])([CH3:22])([CH3:21])[CH3:20]. (6) Given the reactants O[C:2]1[C:11]2[C:6](=[CH:7][C:8]([C:12]3[CH:13]=[C:14]([CH:18]=[CH:19][C:20]=3[CH3:21])[C:15]([OH:17])=O)=[CH:9][CH:10]=2)[CH:5]=[N:4][N:3]=1.P(Cl)(Cl)([Cl:24])=O.[CH:27]1([NH2:30])[CH2:29][CH2:28]1, predict the reaction product. The product is: [Cl:24][C:2]1[C:11]2[C:6](=[CH:7][C:8]([C:12]3[CH:13]=[C:14]([CH:18]=[CH:19][C:20]=3[CH3:21])[C:15]([NH:30][CH:27]3[CH2:29][CH2:28]3)=[O:17])=[CH:9][CH:10]=2)[CH:5]=[N:4][N:3]=1. (7) Given the reactants [Cl:1][C:2]1[C:7]([CH3:8])=[CH:6][C:5]([C@@H:9]([NH:12][C:13](=[O:15])[CH3:14])[CH2:10][CH3:11])=[C:4]([CH:16]2[CH2:21][CH2:20][N:19]([C:22]([C@@H:24]3[CH2:28][C:27](=C)[CH2:26][C@H:25]3[C:30]3[CH:35]=[CH:34][C:33]([F:36])=[CH:32][C:31]=3[F:37])=[O:23])[CH2:18][CH2:17]2)[CH:3]=1.[O-:38]S([O-])=O.[Na+].[Na+], predict the reaction product. The product is: [Cl:1][C:2]1[C:7]([CH3:8])=[CH:6][C:5]([C@@H:9]([NH:12][C:13](=[O:15])[CH3:14])[CH2:10][CH3:11])=[C:4]([CH:16]2[CH2:17][CH2:18][N:19]([C:22]([C@@H:24]3[CH2:28][C:27](=[O:38])[CH2:26][C@H:25]3[C:30]3[CH:35]=[CH:34][C:33]([F:36])=[CH:32][C:31]=3[F:37])=[O:23])[CH2:20][CH2:21]2)[CH:3]=1.